From a dataset of TCR-epitope binding with 47,182 pairs between 192 epitopes and 23,139 TCRs. Binary Classification. Given a T-cell receptor sequence (or CDR3 region) and an epitope sequence, predict whether binding occurs between them. The epitope is PKYVKQNTLKLAT. The TCR CDR3 sequence is CASSYSGSLGEKLFF. Result: 1 (the TCR binds to the epitope).